The task is: Predict the reactants needed to synthesize the given product.. This data is from Full USPTO retrosynthesis dataset with 1.9M reactions from patents (1976-2016). (1) Given the product [F:13][C:14]1[CH:19]=[C:18]([C:5]2[C:6]3[S:10][C:9]([CH3:11])=[N:8][C:7]=3[C:2]([NH:23][C:24]3[CH:29]=[CH:28][N:27]=[C:26]([CH3:30])[N:25]=3)=[N:3][CH:4]=2)[CH:17]=[N:16][CH:15]=1, predict the reactants needed to synthesize it. The reactants are: Cl[C:2]1[C:7]2[N:8]=[C:9]([CH3:11])[S:10][C:6]=2[C:5](I)=[CH:4][N:3]=1.[F:13][C:14]1[CH:15]=[N:16][CH:17]=[C:18](B(O)O)[CH:19]=1.[NH2:23][C:24]1[CH:29]=[CH:28][N:27]=[C:26]([CH3:30])[N:25]=1. (2) Given the product [Cl:26][C:2]1[S:3][C:4]([C:13]([O:15][CH2:16][CH3:17])=[O:14])=[C:5]([C:7]2[CH:12]=[CH:11][CH:10]=[CH:9][N:8]=2)[N:6]=1, predict the reactants needed to synthesize it. The reactants are: O=[C:2]1[NH:6][C:5]([C:7]2[CH:12]=[CH:11][CH:10]=[CH:9][N:8]=2)=[C:4]([C:13]([O:15][CH2:16][CH3:17])=[O:14])[S:3]1.N1C=CC=CC=1.P(Cl)(Cl)([Cl:26])=O. (3) The reactants are: C(OC([N:8]1[C:38]2[C:33](=[CH:34][CH:35]=[C:36]([Cl:39])[CH:37]=2)[C:10]2([CH:15]([C:16]3[CH:21]=[CH:20][CH:19]=[C:18]([Cl:22])[CH:17]=3)[CH2:14][C:13](=[O:23])[NH:12][CH:11]2[C:24]2[CH:29]=[C:28]([F:30])[CH:27]=[CH:26][C:25]=2[CH2:31]Br)[C:9]1=[O:40])=O)(C)(C)C.C([O-])([O-])=O.[K+].[K+].[CH3:47][S:48]([N:51]1[CH2:56][CH2:55][NH:54][CH2:53][CH2:52]1)(=[O:50])=[O:49]. Given the product [Cl:39][C:36]1[CH:37]=[C:38]2[NH:8][C:9](=[O:40])[C@:10]3([C@H:15]([C:16]4[CH:21]=[CH:20][CH:19]=[C:18]([Cl:22])[CH:17]=4)[CH2:14][C:13](=[O:23])[NH:12][C@@H:11]3[C:24]3[CH:29]=[C:28]([F:30])[CH:27]=[CH:26][C:25]=3[CH2:31][N:54]3[CH2:55][CH2:56][N:51]([S:48]([CH3:47])(=[O:50])=[O:49])[CH2:52][CH2:53]3)[C:33]2=[CH:34][CH:35]=1, predict the reactants needed to synthesize it. (4) Given the product [Cl:20][C:21]1[N:22]=[CH:23][N:24]([C:26]2[CH:32]=[CH:31][C:29]([NH:30][C:2]3[N:3]=[C:4]([NH:18][CH3:19])[C:5]4[C:10](=[O:11])[CH2:9][CH:8]([C:12]5[CH:17]=[CH:16][CH:15]=[CH:14][CH:13]=5)[C:6]=4[N:7]=3)=[CH:28][C:27]=2[O:33][CH3:34])[CH:25]=1, predict the reactants needed to synthesize it. The reactants are: Cl[C:2]1[N:3]=[C:4]([NH:18][CH3:19])[C:5]2[C:10](=[O:11])[CH2:9][CH:8]([C:12]3[CH:17]=[CH:16][CH:15]=[CH:14][CH:13]=3)[C:6]=2[N:7]=1.[Cl:20][C:21]1[N:22]=[CH:23][N:24]([C:26]2[CH:32]=[CH:31][C:29]([NH2:30])=[CH:28][C:27]=2[O:33][CH3:34])[CH:25]=1.S(=O)(=O)(O)O.